From a dataset of Forward reaction prediction with 1.9M reactions from USPTO patents (1976-2016). Predict the product of the given reaction. (1) Given the reactants [C:1]([C:3]1[C:8]2[N:9]=[C:10]([CH:12]3[CH2:14][CH2:13]3)[O:11][C:7]=2[C:6]([CH:15]([CH2:20][CH:21]=[CH2:22])[C:16](OC)=[O:17])=[C:5]([C:23]2[CH:28]=[CH:27][CH:26]=[CH:25][CH:24]=2)[C:4]=1[CH3:29])#[N:2].[Li+].[B-](CC)(CC)CC.[Cl-].[NH4+], predict the reaction product. The product is: [CH:12]1([C:10]2[O:11][C:7]3[C:8](=[C:3]([C:1]#[N:2])[C:4]([CH3:29])=[C:5]([C:23]4[CH:24]=[CH:25][CH:26]=[CH:27][CH:28]=4)[C:6]=3[CH:15]([CH2:16][OH:17])[CH2:20][CH:21]=[CH2:22])[N:9]=2)[CH2:13][CH2:14]1. (2) Given the reactants [CH:1]([N:14]1[CH2:17][CH:16]([CH2:18][O:19][C:20]2[C:28]([CH:29]3[CH2:31][CH2:30]3)=[CH:27][C:23]([C:24](O)=[O:25])=[C:22]([F:32])[CH:21]=2)[CH2:15]1)([C:8]1[CH:13]=[CH:12][CH:11]=[CH:10][CH:9]=1)[C:2]1[CH:7]=[CH:6][CH:5]=[CH:4][CH:3]=1.[CH3:33][O:34][CH2:35][CH2:36][S:37]([NH2:40])(=[O:39])=[O:38], predict the reaction product. The product is: [CH:1]([N:14]1[CH2:17][CH:16]([CH2:18][O:19][C:20]2[C:28]([CH:29]3[CH2:31][CH2:30]3)=[CH:27][C:23]([C:24]([NH:40][S:37]([CH2:36][CH2:35][O:34][CH3:33])(=[O:39])=[O:38])=[O:25])=[C:22]([F:32])[CH:21]=2)[CH2:15]1)([C:8]1[CH:13]=[CH:12][CH:11]=[CH:10][CH:9]=1)[C:2]1[CH:7]=[CH:6][CH:5]=[CH:4][CH:3]=1. (3) Given the reactants Cl[CH2:2][C:3]1[CH:7]=[C:6]([CH3:8])[O:5][N:4]=1.C([O-])([O-])=O.[K+].[K+].[F:15][C:16]([F:21])([F:20])[C:17]([OH:19])=[O:18].[CH:22]([O:25][C:26]1[CH:27]=[C:28]([CH:51]=[CH:52][CH:53]=1)[CH2:29][N:30]1[CH2:49][CH2:48][C@@:33]2([N:37]([C:38]3[CH:39]=[C:40]([CH:43]=[CH:44][CH:45]=3)[C:41]#[N:42])[C:36](=[O:46])[NH:35][C:34]2=[O:47])[CH2:32][C@@H:31]1[CH3:50])([CH3:24])[CH3:23].C(C1C=C(N2[C@@]3(CCN(C(OCC4C=CC=CC=4)=O)[C@@H](C)C3)C(=O)NC2=O)C=CC=1)#N, predict the reaction product. The product is: [F:15][C:16]([F:21])([F:20])[C:17]([O-:19])=[O:18].[C:41]([C:40]1[CH:39]=[C:38]([N:37]2[C@@:33]3([CH2:48][CH2:49][NH+:30]([CH2:29][C:28]4[CH:51]=[CH:52][CH:53]=[C:26]([O:25][CH:22]([CH3:24])[CH3:23])[CH:27]=4)[C@@H:31]([CH3:50])[CH2:32]3)[C:34](=[O:47])[N:35]([CH2:2][C:3]3[CH:7]=[C:6]([CH3:8])[O:5][N:4]=3)[C:36]2=[O:46])[CH:45]=[CH:44][CH:43]=1)#[N:42].[C:17]([OH:19])([C:16]([F:21])([F:20])[F:15])=[O:18]. (4) Given the reactants C(OC(=O)[NH:7][C:8]1[CH:13]=[CH:12][CH:11]=[C:10]([O:14][CH2:15][CH2:16][CH2:17][N:18]([CH2:33][C:34]2[CH:39]=[CH:38][CH:37]=[C:36]([C:40]([F:43])([F:42])[F:41])[C:35]=2[Cl:44])[CH2:19][CH:20]([C:27]2[CH:32]=[CH:31][CH:30]=[CH:29][CH:28]=2)[C:21]2[CH:26]=[CH:25][CH:24]=[CH:23][CH:22]=2)[CH:9]=1)(C)(C)C.C(Cl)[Cl:47].FC(F)(F)C(O)=O, predict the reaction product. The product is: [ClH:44].[ClH:47].[Cl:44][C:35]1[C:36]([C:40]([F:41])([F:42])[F:43])=[CH:37][CH:38]=[CH:39][C:34]=1[CH2:33][N:18]([CH2:19][CH:20]([C:21]1[CH:22]=[CH:23][CH:24]=[CH:25][CH:26]=1)[C:27]1[CH:32]=[CH:31][CH:30]=[CH:29][CH:28]=1)[CH2:17][CH2:16][CH2:15][O:14][C:10]1[CH:9]=[C:8]([NH2:7])[CH:13]=[CH:12][CH:11]=1. (5) Given the reactants [S:1]1[C:5]2[CH:6]=[C:7]([NH2:10])[CH:8]=[CH:9][C:4]=2[N:3]=[CH:2]1.[Br:11]Br, predict the reaction product. The product is: [Br:11][C:6]1[C:5]2[S:1][CH:2]=[N:3][C:4]=2[CH:9]=[CH:8][C:7]=1[NH2:10].